Dataset: Full USPTO retrosynthesis dataset with 1.9M reactions from patents (1976-2016). Task: Predict the reactants needed to synthesize the given product. (1) Given the product [Br:1][C:2]1[CH:3]=[C:4]2[C:9](=[CH:10][CH:11]=1)[C:8](=[O:12])[N:7]([CH2:20][C:21]([CH3:32])([CH3:31])[CH2:22][O:23][Si:24]([C:27]([CH3:30])([CH3:29])[CH3:28])([CH3:25])[CH3:26])[CH:6]=[CH:5]2, predict the reactants needed to synthesize it. The reactants are: [Br:1][C:2]1[CH:3]=[C:4]2[C:9](=[CH:10][CH:11]=1)[C:8](=[O:12])[NH:7][CH:6]=[CH:5]2.C(=O)([O-])[O-].[K+].[K+].Br[CH2:20][C:21]([CH3:32])([CH3:31])[CH2:22][O:23][Si:24]([C:27]([CH3:30])([CH3:29])[CH3:28])([CH3:26])[CH3:25]. (2) Given the product [CH:1]([NH:5][CH:6]1[CH:11]([NH2:12])[C:10]([C:15]2[CH:20]=[CH:19][C:18]([O:21][CH:22]([F:24])[F:23])=[CH:17][C:16]=2[Cl:25])=[CH:9][CH:8]=[N:7]1)([CH2:3][CH3:4])[CH3:2], predict the reactants needed to synthesize it. The reactants are: [CH:1]([NH:5][CH:6]1[CH:11]([N+:12]([O-])=O)[C:10]([C:15]2[CH:20]=[CH:19][C:18]([O:21][CH:22]([F:24])[F:23])=[CH:17][C:16]=2[Cl:25])=[CH:9][CH:8]=[N:7]1)([CH2:3][CH3:4])[CH3:2].[NH4+].[OH-].[O-]S(S([O-])=O)=O.[Na+].[Na+]. (3) Given the product [Cl:7][CH2:8][CH2:9][NH:10][C:11]([NH:6][CH2:5][CH2:4][CH2:3][O:2][CH3:1])=[O:12], predict the reactants needed to synthesize it. The reactants are: [CH3:1][O:2][CH2:3][CH2:4][CH2:5][NH2:6].[Cl:7][CH2:8][CH2:9][N:10]=[C:11]=[O:12]. (4) Given the product [BrH:7].[CH2:17]([N:24]1[CH2:29][CH2:28][C:27]([CH2:8][C:9]([C:11]2[CH:16]=[CH:15][CH:14]=[CH:13][N:12]=2)=[O:10])([OH:30])[CH2:26][CH2:25]1)[C:18]1[CH:19]=[CH:20][CH:21]=[CH:22][CH:23]=1, predict the reactants needed to synthesize it. The reactants are: [Cl-].[Ce+3].[Cl-].[Cl-].[I-].[Na+].[Br:7][CH2:8][C:9]([C:11]1[CH:16]=[CH:15][CH:14]=[CH:13][N:12]=1)=[O:10].[CH2:17]([N:24]1[CH2:29][CH2:28][C:27](=[O:30])[CH2:26][CH2:25]1)[C:18]1[CH:23]=[CH:22][CH:21]=[CH:20][CH:19]=1. (5) Given the product [C:28]([N:25]1[CH2:26][CH2:27][C@@H:23]([NH:22][S:11]([C:4]2[CH:5]=[C:6]([O:9][CH3:10])[CH:7]=[CH:8][C:3]=2[O:2][CH3:1])(=[O:13])=[O:12])[CH2:24]1)#[N:17], predict the reactants needed to synthesize it. The reactants are: [CH3:1][O:2][C:3]1[CH:8]=[CH:7][C:6]([O:9][CH3:10])=[CH:5][C:4]=1[S:11](Cl)(=[O:13])=[O:12].C([N:17](CC)CC)C.[NH2:22][C@@H:23]1[CH2:27][CH2:26][N:25]([C:28](OC(C)(C)C)=O)[CH2:24]1.CCN(C(C)C)C(C)C.BrC#N. (6) Given the product [CH2:26]([C:13]1([C:18]2[CH:23]=[CH:22][CH:21]=[C:20]([O:24][CH3:25])[CH:19]=2)[CH2:14][CH2:15][CH2:16][CH2:17][N:11]([CH2:10][CH2:9][NH:8][C:6]([NH2:5])=[O:7])[C:12]1=[O:28])[CH3:27], predict the reactants needed to synthesize it. The reactants are: C([NH:5][C:6]([NH:8][CH2:9][CH2:10][N:11]1[CH2:17][CH2:16][CH2:15][CH2:14][C:13]([CH2:26][CH3:27])([C:18]2[CH:23]=[CH:22][CH:21]=[C:20]([O:24][CH3:25])[CH:19]=2)[C:12]1=[O:28])=[O:7])(C)(C)C.C(O)(C(F)(F)F)=O.